Dataset: Full USPTO retrosynthesis dataset with 1.9M reactions from patents (1976-2016). Task: Predict the reactants needed to synthesize the given product. (1) Given the product [F:19][C:20]1[CH:25]=[CH:24][C:23]([C:2]2[CH:3]=[N:4][N:5]3[CH2:10][CH:9]([CH3:11])[N:8]([C:12]([O:14][C:15]([CH3:18])([CH3:17])[CH3:16])=[O:13])[CH2:7][C:6]=23)=[CH:22][CH:21]=1, predict the reactants needed to synthesize it. The reactants are: I[C:2]1[CH:3]=[N:4][N:5]2[CH2:10][CH:9]([CH3:11])[N:8]([C:12]([O:14][C:15]([CH3:18])([CH3:17])[CH3:16])=[O:13])[CH2:7][C:6]=12.[F:19][C:20]1[CH:25]=[CH:24][C:23](B(O)O)=[CH:22][CH:21]=1.C([O-])([O-])=O.[K+].[K+]. (2) Given the product [Cl:1][C:2]1[CH:3]=[C:4]([CH2:8][CH2:9][NH:10][C:11]([C:13]2[N:14]=[N:15][C:16]([N:23]3[CH2:24][CH2:25][N:20]([C:26](=[O:27])[C:28]4[CH:33]=[CH:32][CH:31]=[CH:30][C:29]=4[C:34]([F:37])([F:35])[F:36])[CH2:21][CH2:22]3)=[CH:17][CH:18]=2)=[O:12])[CH:5]=[CH:6][CH:7]=1, predict the reactants needed to synthesize it. The reactants are: [Cl:1][C:2]1[CH:3]=[C:4]([CH2:8][CH2:9][NH:10][C:11]([C:13]2[N:14]=[N:15][C:16](Cl)=[CH:17][CH:18]=2)=[O:12])[CH:5]=[CH:6][CH:7]=1.[N:20]1([C:26]([C:28]2[CH:33]=[CH:32][CH:31]=[CH:30][C:29]=2[C:34]([F:37])([F:36])[F:35])=[O:27])[CH2:25][CH2:24][NH:23][CH2:22][CH2:21]1. (3) Given the product [CH2:12]([CH:11]1[CH2:10][C:9](=[O:14])[NH:8][C:1]2[CH:6]=[CH:5][CH:4]=[CH:3][C:2]=2[NH:7]1)[CH3:13], predict the reactants needed to synthesize it. The reactants are: [C:1]1([NH2:8])[CH:6]=[CH:5][CH:4]=[CH:3][C:2]=1[NH2:7].[C:9](O)(=[O:14])/[CH:10]=[CH:11]/[CH2:12][CH3:13]. (4) Given the product [CH2:9]([C:10]1([CH2:11][CH3:12])[O:6][C@@H:2]([CH2:3][CH2:4][OH:5])[CH2:1][O:7]1)[CH3:8], predict the reactants needed to synthesize it. The reactants are: [CH2:1]([OH:7])[C@@H:2]([OH:6])[CH2:3][CH2:4][OH:5].[CH3:8][CH2:9][C:10](=O)[CH2:11][CH3:12].C1(C)C=CC(S(O)(=O)=O)=CC=1. (5) Given the product [Cl:13][C:12]1[C:3]2[CH2:2][N:30]([CH:28]([C:18]3[CH:19]=[CH:20][C:21]([O:22][CH2:23][C:24]([F:25])([F:26])[F:27])=[C:16]([Cl:15])[CH:17]=3)[CH3:29])[C:5](=[O:7])[C:4]=2[CH:9]=[CH:10][N:11]=1, predict the reactants needed to synthesize it. The reactants are: Br[CH2:2][C:3]1[C:12]([Cl:13])=[N:11][CH:10]=[CH:9][C:4]=1[C:5]([O:7]C)=O.Cl.[Cl:15][C:16]1[CH:17]=[C:18]([CH:28]([NH2:30])[CH3:29])[CH:19]=[CH:20][C:21]=1[O:22][CH2:23][C:24]([F:27])([F:26])[F:25]. (6) Given the product [O:38]1[CH2:39][CH2:40][N:35]([CH2:34][CH2:33][N:5]([C:6]2[CH:7]=[C:8]3[C:12](=[CH:13][CH:14]=2)[C:11](=[O:15])[N:10]([CH2:16][C:17]([O:19][C:20]([CH3:21])([CH3:23])[CH3:22])=[O:18])[C:9]3=[O:24])[S:2]([CH3:1])(=[O:3])=[O:4])[CH2:36][CH2:37]1, predict the reactants needed to synthesize it. The reactants are: [CH3:1][S:2]([NH:5][C:6]1[CH:7]=[C:8]2[C:12](=[CH:13][CH:14]=1)[C:11](=[O:15])[N:10]([CH2:16][C:17]([O:19][C:20]([CH3:23])([CH3:22])[CH3:21])=[O:18])[C:9]2=[O:24])(=[O:4])=[O:3].C([O-])([O-])=O.[K+].[K+].Cl.Cl[CH2:33][CH2:34][N:35]1[CH2:40][CH2:39][O:38][CH2:37][CH2:36]1.